This data is from Peptide-MHC class II binding affinity with 134,281 pairs from IEDB. The task is: Regression. Given a peptide amino acid sequence and an MHC pseudo amino acid sequence, predict their binding affinity value. This is MHC class II binding data. The peptide sequence is YVDRFYKTLRAEQASQEV. The MHC is HLA-DQA10101-DQB10501 with pseudo-sequence HLA-DQA10101-DQB10501. The binding affinity (normalized) is 0.209.